Predict the reactants needed to synthesize the given product. From a dataset of Retrosynthesis with 50K atom-mapped reactions and 10 reaction types from USPTO. (1) Given the product CCN(CC)CCCOc1ccc(C(=O)c2c(-c3ccccc3)sc3ccccc23)cc1, predict the reactants needed to synthesize it. The reactants are: CCN(CC)CCCOc1ccc(C(=O)Cl)cc1.c1ccc(-c2cc3ccccc3s2)cc1. (2) The reactants are: Nc1nnn[nH]1.O=C(O)c1cccc([N+](=O)[O-])c1O. Given the product O=C(Nc1nnn[nH]1)c1cccc([N+](=O)[O-])c1O, predict the reactants needed to synthesize it. (3) Given the product CCCCN(CCCC)C(=O)c1nn(-c2ccc(C(=O)NS(=O)(=O)c3ccc4ccccc4c3)cc2C(=O)O)c(C)c1Cl, predict the reactants needed to synthesize it. The reactants are: CCCCN(CCCC)C(=O)c1nn(-c2ccc(C(=O)NS(=O)(=O)c3ccc4ccccc4c3)cc2C(=O)OCC)c(C)c1Cl. (4) Given the product CCc1oc2ccccc2c1C(=O)c1ccc(O)cc1, predict the reactants needed to synthesize it. The reactants are: CCc1oc2ccccc2c1C(=O)c1ccc(OC)cc1. (5) Given the product CN1CCN(c2ccc(NC(=O)Nc3ccc(-c4cnco4)cc3)cc2)CC1, predict the reactants needed to synthesize it. The reactants are: CN1CCN(c2ccc(N=C=O)cc2)CC1.Nc1ccc(-c2cnco2)cc1. (6) The reactants are: O=Cc1ccc(F)cn1.OCCO. Given the product O=Cc1ccc(OCCO)cn1, predict the reactants needed to synthesize it.